Task: Predict the reactants needed to synthesize the given product.. Dataset: Full USPTO retrosynthesis dataset with 1.9M reactions from patents (1976-2016) (1) Given the product [N:1]([C@@H:4]([C:14]1[CH:19]=[N:18][C:17]([CH:20]([F:21])[F:22])=[CH:16][CH:15]=1)[CH2:5][OH:6])=[N+:2]=[N-:3], predict the reactants needed to synthesize it. The reactants are: [N:1]([C@@H:4]([C:14]1[CH:15]=[CH:16][C:17]([CH:20]([F:22])[F:21])=[N:18][CH:19]=1)[CH2:5][O:6][Si](C(C)(C)C)(C)C)=[N+:2]=[N-:3].Cl. (2) Given the product [NH2:15][C:13]1[CH:12]=[C:9]([CH:8]=[C:7]([N:1]2[CH2:6][CH2:5][O:4][CH2:3][CH2:2]2)[CH:14]=1)[C:10]#[N:11], predict the reactants needed to synthesize it. The reactants are: [N:1]1([C:7]2[CH:8]=[C:9]([CH:12]=[C:13]([N+:15]([O-])=O)[CH:14]=2)[C:10]#[N:11])[CH2:6][CH2:5][O:4][CH2:3][CH2:2]1.C([O-])=O.[NH4+]. (3) Given the product [C:53]([O:1][CH2:2][CH2:3][CH2:4][CH2:5][CH2:6][CH2:7][O:8][C:9]1[CH:10]=[C:11]([CH:15]=[CH:16][C:17]=1[O:18][CH2:19][CH2:20][CH2:21][CH2:22][CH2:23][CH2:24][O:25][C:46](=[O:47])[CH:45]=[CH2:48])[C:12]([OH:14])=[O:13])(=[O:56])[CH:54]=[CH2:55], predict the reactants needed to synthesize it. The reactants are: [OH:1][CH2:2][CH2:3][CH2:4][CH2:5][CH2:6][CH2:7][O:8][C:9]1[CH:10]=[C:11]([CH:15]=[CH:16][C:17]=1[O:18][CH2:19][CH2:20][CH2:21][CH2:22][CH2:23][CH2:24][OH:25])[C:12]([OH:14])=[O:13].C(N(CC)C1C=CC=CC=1)C.C(C1[C:46]([OH:47])=[C:45]([C:48](C)(C)C)C=C(C)C=1)(C)(C)C.[C:53](Cl)(=[O:56])[CH:54]=[CH2:55]. (4) Given the product [F:19][C:20]([F:33])([F:34])[C:21]1[CH:22]=[C:23]([NH:31][NH:32][C:38](=[O:39])[CH:37]([C:4]2[C:3]([Cl:2])=[CH:8][CH:7]=[CH:6][N:5]=2)[N:36]2[CH2:35][CH2:61][N:60]([CH3:62])[CH2:40][CH2:41]2)[CH:24]=[C:25]([C:27]([F:30])([F:28])[F:29])[CH:26]=1, predict the reactants needed to synthesize it. The reactants are: [K].[Cl:2][C:3]1[C:4](OC(N2CCN(C)CC2)=O)=[N:5][CH:6]=[CH:7][CH:8]=1.[F:19][C:20]([F:34])([F:33])[C:21]1[CH:22]=[C:23]([NH:31][NH2:32])[CH:24]=[C:25]([C:27]([F:30])([F:29])[F:28])[CH:26]=1.[CH3:35][N:36]1[CH2:41][CH2:40][O:39][CH2:38][CH2:37]1.F[P-](F)(F)(F)(F)F.N1(O[P+](N(C)C)(N(C)C)[N:60]([CH3:62])[CH3:61])C2C=CC=CC=2N=N1.